Dataset: Full USPTO retrosynthesis dataset with 1.9M reactions from patents (1976-2016). Task: Predict the reactants needed to synthesize the given product. (1) Given the product [OH:45][C:42]1([CH2:41][CH2:40][CH2:39][O:1][C:2]2[CH:11]=[C:10]3[C:5]([C:6]([O:12][C:13]4[CH:14]=[CH:15][C:16]([N:19]([C:28]5[CH:29]=[CH:30][CH:31]=[CH:32][CH:33]=5)[C:20]([C:22]5([C:25]([NH2:27])=[O:26])[CH2:24][CH2:23]5)=[O:21])=[N:17][CH:18]=4)=[CH:7][CH:8]=[N:9]3)=[CH:4][CH:3]=2)[CH2:44][CH2:43]1, predict the reactants needed to synthesize it. The reactants are: [OH:1][C:2]1[CH:11]=[C:10]2[C:5]([C:6]([O:12][C:13]3[CH:14]=[CH:15][C:16]([N:19]([C:28]4[CH:33]=[CH:32][CH:31]=[CH:30][CH:29]=4)[C:20]([C:22]4([C:25]([NH2:27])=[O:26])[CH2:24][CH2:23]4)=[O:21])=[N:17][CH:18]=3)=[CH:7][CH:8]=[N:9]2)=[CH:4][CH:3]=1.CS(O[CH2:39][CH2:40][CH2:41][C:42]1([OH:45])[CH2:44][CH2:43]1)(=O)=O.C([O-])([O-])=O.[Cs+].[Cs+]. (2) Given the product [F:9][C:10]1[CH:17]=[C:16]([O:18][CH3:19])[CH:15]=[CH:14][C:11]=1[CH:12]=[N:7][OH:8], predict the reactants needed to synthesize it. The reactants are: C([O-])(=O)C.[Na+].Cl.[NH2:7][OH:8].[F:9][C:10]1[CH:17]=[C:16]([O:18][CH3:19])[CH:15]=[CH:14][C:11]=1[CH:12]=O. (3) Given the product [F:1][C:2]1[CH:25]=[CH:24][CH:23]=[C:22]([F:26])[C:3]=1[CH2:4][O:5][C:6]1[C:7]2[N:8]([C:13]([C:17]([OH:19])=[O:18])=[C:14]([CH3:16])[N:15]=2)[CH:9]=[C:10]([CH3:12])[N:11]=1, predict the reactants needed to synthesize it. The reactants are: [F:1][C:2]1[CH:25]=[CH:24][CH:23]=[C:22]([F:26])[C:3]=1[CH2:4][O:5][C:6]1[C:7]2[N:8]([C:13]([C:17]([O:19]CC)=[O:18])=[C:14]([CH3:16])[N:15]=2)[CH:9]=[C:10]([CH3:12])[N:11]=1.[OH-].[Na+]. (4) Given the product [Br:16][C:17]1[N:18]=[C:19]([N:28]([CH:29]2[CH2:30][CH2:31]2)[C:9](=[O:10])[O:11][C:12]([CH3:13])([CH3:14])[CH3:15])[C:20]2[N:21]([C:23]([CH:26]=[O:27])=[CH:24][N:25]=2)[CH:22]=1, predict the reactants needed to synthesize it. The reactants are: [C:9](O[C:9]([O:11][C:12]([CH3:15])([CH3:14])[CH3:13])=[O:10])([O:11][C:12]([CH3:15])([CH3:14])[CH3:13])=[O:10].[Br:16][C:17]1[N:18]=[C:19]([NH:28][CH:29]2[CH2:31][CH2:30]2)[C:20]2[N:21]([C:23]([CH:26]=[O:27])=[CH:24][N:25]=2)[CH:22]=1. (5) Given the product [CH3:8][CH2:6][CH:5]([C:9]1[CH:10]=[CH:11][CH:12]=[CH:13][CH:14]=1)[CH2:4][CH2:3][CH:35]=[O:36], predict the reactants needed to synthesize it. The reactants are: CN(OC)[C:3](=O)[CH2:4][CH:5]([C:9]1[CH:14]=[CH:13][CH:12]=[CH:11][CH:10]=1)[CH:6]([CH3:8])C.[H-].C([Al+]CC(C)C)C(C)C.C1(C)C=CC=CC=1.[CH3:35][OH:36]. (6) Given the product [CH2:18]([S:17][C:12]1[CH:13]=[CH:14][CH:15]=[CH:16][C:11]=1[C:9]1[N:8]([CH3:20])[C:5]2=[N:6][CH:7]=[C:2]([C:30]([F:35])([F:34])[C:29]([F:37])([F:36])[F:28])[CH:3]=[C:4]2[N:10]=1)[CH3:19], predict the reactants needed to synthesize it. The reactants are: Br[C:2]1[CH:3]=[C:4]2[N:10]=[C:9]([C:11]3[CH:16]=[CH:15][CH:14]=[CH:13][C:12]=3[S:17][CH2:18][CH3:19])[N:8]([CH3:20])[C:5]2=[N:6][CH:7]=1.CN1C(=O)CCC1.[F:28][C:29]([F:37])([F:36])[C:30]([F:35])([F:34])C([O-])=O.[Na+].C(=O)([O-])O.[Na+]. (7) Given the product [CH2:8]([C:10]1[CH:16]=[CH:15][C:13]([NH:14][CH2:3][CH2:2][C:1]([O:5][CH2:6][CH3:7])=[O:4])=[CH:12][CH:11]=1)[CH3:9], predict the reactants needed to synthesize it. The reactants are: [C:1]([O:5][CH2:6][CH3:7])(=[O:4])[CH:2]=[CH2:3].[CH2:8]([C:10]1[CH:16]=[CH:15][C:13]([NH2:14])=[CH:12][CH:11]=1)[CH3:9].[OH-].[Na+]. (8) Given the product [CH2:29]([C:31]1[N:32]=[CH:33][C:34]([CH2:35][NH:2][CH:3]2[CH2:4][CH2:5][N:6]([CH2:9][CH2:10][N:11]3[C:20]4[C:15](=[N:16][CH:17]=[C:18]([O:21][CH3:22])[CH:19]=4)[CH:14]=[CH:13][C:12]3=[O:23])[CH2:7][CH2:8]2)=[CH:37][C:38]=1[F:39])[CH3:30], predict the reactants needed to synthesize it. The reactants are: Cl.[NH2:2][CH:3]1[CH2:8][CH2:7][N:6]([CH2:9][CH2:10][N:11]2[C:20]3[C:15](=[N:16][CH:17]=[C:18]([O:21][CH3:22])[CH:19]=3)[CH:14]=[CH:13][C:12]2=[O:23])[CH2:5][CH2:4]1.C[O-].[Na+].CO.[CH2:29]([C:31]1[C:38]([F:39])=[CH:37][C:34]([CH:35]=O)=[CH:33][N:32]=1)[CH3:30].C([BH3-])#N.[Na+].C(=O)([O-])O.[Na+]. (9) Given the product [Cl:1][C:2]1[CH:7]=[C:6]([OH:8])[C:5]([F:10])=[CH:4][C:3]=1[CH:11]([CH3:26])[C:12]([C:18]1[CH:19]=[CH:20][C:21](=[O:25])[N:22]([CH3:24])[CH:23]=1)([OH:17])[C:13]([F:16])([F:15])[F:14], predict the reactants needed to synthesize it. The reactants are: [Cl:1][C:2]1[CH:7]=[C:6]([O:8]C)[C:5]([F:10])=[CH:4][C:3]=1[CH:11]([CH3:26])[C:12]([C:18]1[CH:19]=[CH:20][C:21](=[O:25])[N:22]([CH3:24])[CH:23]=1)([OH:17])[C:13]([F:16])([F:15])[F:14].B(Br)(Br)Br.